Dataset: Tyrosyl-DNA phosphodiesterase HTS with 341,365 compounds. Task: Binary Classification. Given a drug SMILES string, predict its activity (active/inactive) in a high-throughput screening assay against a specified biological target. (1) The compound is O(c1cc(NC(=O)c2occc2)c(NC(=O)c2occc2)cc1)c1ccc(NC(=O)c2occc2)cc1. The result is 0 (inactive). (2) The compound is S(=O)(=O)(N1CC(CCC1)C(=O)NCCCN1CCCCC1)N1CCN(CC1)C(OCC)=O. The result is 0 (inactive). (3) The molecule is n12CCCCCc1nnc2c1ccncc1. The result is 0 (inactive).